Dataset: Catalyst prediction with 721,799 reactions and 888 catalyst types from USPTO. Task: Predict which catalyst facilitates the given reaction. (1) Reactant: [F:1][C:2]1[C:3]([C:8]2([CH2:12][NH:13][C:14]3[N:19]=[N:18][C:17](C(OC)=O)=[CH:16][CH:15]=3)[CH2:11][CH2:10][CH2:9]2)=[N:4][CH:5]=[CH:6][CH:7]=1.[CH3:24][Mg+].[Br-].CCO[C:30]([CH3:32])=[O:31].[Cl-].[NH4+]. Product: [F:1][C:2]1[C:3]([C:8]2([CH2:12][NH:13][C:14]3[N:19]=[N:18][C:17]([C:30]([OH:31])([CH3:32])[CH3:24])=[CH:16][CH:15]=3)[CH2:9][CH2:10][CH2:11]2)=[N:4][CH:5]=[CH:6][CH:7]=1. The catalyst class is: 1. (2) Reactant: [CH2:1]([C:3]1[S:4][C:5]([C:15]2[CH:20]=[CH:19][N:18]=[C:17]([NH2:21])[CH:16]=2)=[C:6]([C:8]2[CH:13]=[CH:12][CH:11]=[C:10]([CH3:14])[CH:9]=2)[N:7]=1)[CH3:2].[CH:22]1([C:28](Cl)=[O:29])[CH2:27][CH2:26][CH2:25][CH2:24][CH2:23]1.C(N(CC)CC)C.C(=O)([O-])O.[Na+]. Product: [CH2:1]([C:3]1[S:4][C:5]([C:15]2[CH:20]=[CH:19][N:18]=[C:17]([NH:21][C:28]([CH:22]3[CH2:27][CH2:26][CH2:25][CH2:24][CH2:23]3)=[O:29])[CH:16]=2)=[C:6]([C:8]2[CH:13]=[CH:12][CH:11]=[C:10]([CH3:14])[CH:9]=2)[N:7]=1)[CH3:2]. The catalyst class is: 7. (3) Reactant: [Si:1]([O:8][CH2:9][CH2:10][CH2:11][N:12]1[C:17](=[O:18])[C:16]2[C:19]([CH:24]([C:26]3[CH:31]=[CH:30][C:29]([Cl:32])=[CH:28][CH:27]=3)[OH:25])=[C:20](Cl)[N:21]=[CH:22][C:15]=2[N:14]([CH3:33])[C:13]1=[O:34])([C:4]([CH3:7])([CH3:6])[CH3:5])([CH3:3])[CH3:2].[Cl:35][C:36]1[CH:41]=[CH:40][C:39](B(O)O)=[CH:38][CH:37]=1.C([O-])(O)=O.[Na+].[O-]P([O-])([O-])=O.[K+].[K+].[K+]. Product: [Si:1]([O:8][CH2:9][CH2:10][CH2:11][N:12]1[C:17](=[O:18])[C:16]2[C:19]([CH:24]([C:26]3[CH:31]=[CH:30][C:29]([Cl:32])=[CH:28][CH:27]=3)[OH:25])=[C:20]([C:39]3[CH:40]=[CH:41][C:36]([Cl:35])=[CH:37][CH:38]=3)[N:21]=[CH:22][C:15]=2[N:14]([CH3:33])[C:13]1=[O:34])([C:4]([CH3:6])([CH3:5])[CH3:7])([CH3:2])[CH3:3]. The catalyst class is: 117. (4) Reactant: [NH2:1][C@H:2]1[C:5]([CH3:7])([CH3:6])[N:4]([CH:8]([Si:13]([CH3:16])([CH3:15])[CH3:14])[Si:9]([CH3:12])([CH3:11])[CH3:10])[C:3]1=[O:17].CCN(C(C)C)C(C)C.[CH:27]1([CH2:33][CH2:34][CH2:35][CH2:36][O:37][C:38](N2C=CC=CC2=O)=[O:39])[CH2:32][CH2:31][CH2:30][CH2:29][CH2:28]1.C1(CCCCO)CCCCC1. Product: [CH:27]1([CH2:33][CH2:34][CH2:35][CH2:36][O:37][C:38](=[O:39])[NH:1][C@@H:2]2[C:3](=[O:17])[N:4]([CH:8]([Si:9]([CH3:12])([CH3:11])[CH3:10])[Si:13]([CH3:15])([CH3:14])[CH3:16])[C:5]2([CH3:7])[CH3:6])[CH2:32][CH2:31][CH2:30][CH2:29][CH2:28]1. The catalyst class is: 2. (5) Reactant: [CH2:1]([N:8]=[C:9]([C:11]1[C:16]([C:17]([OH:19])=[O:18])=[CH:15][CH:14]=[CH:13][N:12]=1)[OH:10])[C:2]1[CH:7]=[CH:6][CH:5]=[CH:4][CH:3]=1. Product: [CH2:1]([N:8]=[C:9]([CH:11]1[CH:16]([C:17]([OH:19])=[O:18])[CH2:15][CH2:14][CH2:13][NH:12]1)[OH:10])[C:2]1[CH:7]=[CH:6][CH:5]=[CH:4][CH:3]=1. The catalyst class is: 787. (6) Reactant: [F:1][C:2]1[CH:7]=[CH:6][CH:5]=[CH:4][C:3]=1[C:8]1[CH:13]=[CH:12][C:11]([C:14]2[NH:18][C:17]3[CH:19]=[C:20]([S:23][CH3:24])[CH:21]=[CH:22][C:16]=3[N:15]=2)=[CH:10][CH:9]=1.CO.I([O-])(=O)(=O)=[O:28].[Na+]. Product: [F:1][C:2]1[CH:7]=[CH:6][CH:5]=[CH:4][C:3]=1[C:8]1[CH:9]=[CH:10][C:11]([C:14]2[NH:18][C:17]3[CH:19]=[C:20]([S:23]([CH3:24])=[O:28])[CH:21]=[CH:22][C:16]=3[N:15]=2)=[CH:12][CH:13]=1. The catalyst class is: 6. (7) Reactant: [Cl:1][C:2]1[CH:3]=[C:4]([C:7]2[O:11][N:10]=[C:9]([C@@H:12]3[CH2:17][NH:16][C@H:15]([CH3:18])[CH2:14][CH2:13]3)[N:8]=2)[NH:5][CH:6]=1.[Br:19][C:20]1[CH:25]=[C:24]([C:26](O)=[O:27])[CH:23]=[CH:22][N:21]=1.C(Cl)CCl.C1C=NC2N(O)N=NC=2C=1. Product: [Br:19][C:20]1[CH:25]=[C:24]([C:26]([N:16]2[CH2:17][C@@H:12]([C:9]3[N:8]=[C:7]([C:4]4[NH:5][CH:6]=[C:2]([Cl:1])[CH:3]=4)[O:11][N:10]=3)[CH2:13][CH2:14][C@H:15]2[CH3:18])=[O:27])[CH:23]=[CH:22][N:21]=1. The catalyst class is: 31. (8) Reactant: [CH3:1][C:2]1[N:7]=[C:6]([O:8][C:9]2[CH:14]=[CH:13][CH:12]=[CH:11][CH:10]=2)[C:5]([NH2:15])=[C:4]([NH:16][CH2:17][CH2:18][O:19][CH2:20][CH2:21][CH2:22][C:23]2[CH:24]=[N:25][CH:26]=[CH:27][CH:28]=2)[CH:3]=1.C(N(CC)CC)C.[CH2:36]([O:38][CH2:39][C:40](Cl)=[O:41])[CH3:37]. Product: [CH2:36]([O:38][CH2:39][C:40]([NH:15][C:5]1[C:6]([O:8][C:9]2[CH:10]=[CH:11][CH:12]=[CH:13][CH:14]=2)=[N:7][C:2]([CH3:1])=[CH:3][C:4]=1[NH:16][CH2:17][CH2:18][O:19][CH2:20][CH2:21][CH2:22][C:23]1[CH:24]=[N:25][CH:26]=[CH:27][CH:28]=1)=[O:41])[CH3:37]. The catalyst class is: 4. (9) Reactant: [NH:1]1[C:9]2[C:4](=[CH:5][CH:6]=[CH:7][CH:8]=2)[CH:3]=[CH:2]1.Cl.Cl[C:12]1[CH:17]=[CH:16][N:15]=[CH:14][CH:13]=1.CC(C)([O-])C.[Na+].CC(N(C)C)=O. Product: [N:15]1[CH:16]=[CH:17][C:12]([N:1]2[C:9]3[C:4](=[CH:5][CH:6]=[CH:7][CH:8]=3)[CH:3]=[CH:2]2)=[CH:13][CH:14]=1. The catalyst class is: 84. (10) Reactant: [Li+].CC([N-]C(C)C)C.[Br:9][C:10]1[CH:11]=[C:12]([C:16](=O)[CH2:17][C:18](=[O:20])[CH3:19])[CH:13]=[CH:14][CH:15]=1.[C:22](=[S:24])=[S:23].O. Product: [Br:9][C:10]1[CH:11]=[C:12]([C:16]2[S:23][C:22]([SH:24])=[CH:19][C:18](=[O:20])[CH:17]=2)[CH:13]=[CH:14][CH:15]=1. The catalyst class is: 1.